From a dataset of Full USPTO retrosynthesis dataset with 1.9M reactions from patents (1976-2016). Predict the reactants needed to synthesize the given product. (1) The reactants are: [CH3:1][O:2][C:3]1[CH:4]=[C:5]([CH:11]([C:13]2[C:14]([S:32]([CH3:35])(=[O:34])=[O:33])=[C:15]([NH:25][C:26]3[CH:31]=[CH:30][CH:29]=[CH:28][CH:27]=3)[CH:16]=[C:17]([N:19]3[CH2:24][CH2:23][NH:22][CH2:21][CH2:20]3)[CH:18]=2)[CH3:12])[CH:6]=[C:7]([O:9][CH3:10])[CH:8]=1.[ClH:36]. Given the product [ClH:36].[CH3:1][O:2][C:3]1[CH:4]=[C:5]([CH:11]([C:13]2[C:14]([S:32]([CH3:35])(=[O:33])=[O:34])=[C:15]([NH:25][C:26]3[CH:27]=[CH:28][CH:29]=[CH:30][CH:31]=3)[CH:16]=[C:17]([N:19]3[CH2:20][CH2:21][NH:22][CH2:23][CH2:24]3)[CH:18]=2)[CH3:12])[CH:6]=[C:7]([O:9][CH3:10])[CH:8]=1, predict the reactants needed to synthesize it. (2) Given the product [Cl:28][C:2]1[N:7]=[CH:6][N:5]=[C:4]([CH2:8][O:9][C:10](=[O:16])[CH2:11][CH2:12][CH2:13][CH2:14][CH3:15])[CH:3]=1, predict the reactants needed to synthesize it. The reactants are: O[C:2]1[N:7]=[CH:6][N:5]=[C:4]([CH2:8][O:9][C:10](=[O:16])[CH2:11][CH2:12][CH2:13][CH2:14][CH3:15])[CH:3]=1.CN(C)C1C=CC=CC=1.O=P(Cl)(Cl)[Cl:28]. (3) Given the product [CH2:8]([C:7]1([CH3:6])[C:10](=[O:2])[CH2:11][C:12]([CH2:13][CH3:14])([CH3:16])[O:17]1)[CH3:9], predict the reactants needed to synthesize it. The reactants are: S(=O)(=O)(O)[OH:2].[CH3:6][C:7]([OH:17])([C:10]#[C:11][C:12]([CH3:16])(O)[CH2:13][CH3:14])[CH2:8][CH3:9]. (4) Given the product [N+:21](=[CH:22][C:27]([O:17][CH2:16]/[CH:15]=[CH:14]\[C:9]1[C:10]([F:13])=[CH:11][CH:12]=[C:7]([F:6])[C:8]=1[O:18][CH3:19])=[O:36])=[N-:31], predict the reactants needed to synthesize it. The reactants are: C(Cl)(=O)C=O.[F:6][C:7]1[C:8]([O:18][CH3:19])=[C:9](/[CH:14]=[CH:15]\[CH2:16][OH:17])[C:10]([F:13])=[CH:11][CH:12]=1.C[N:21](C)[C:22]1[CH:27]=CC=CC=1.CC[N:31](CC)CC.[OH2:36]. (5) Given the product [Cl:26][C:6]1[N:5]=[C:4]2[C:9]([N:10]([CH2:11][C@H:12]3[CH2:17][CH2:16][C@H:15]([CH3:18])[CH2:14][CH2:13]3)[C:2]([N:29]3[CH2:30][CH2:31][O:32][CH2:33][C@H:28]3[CH3:27])=[N:3]2)=[C:8]([C:19]2[CH:24]=[CH:23][CH:22]=[C:21]([Cl:25])[CH:20]=2)[N:7]=1, predict the reactants needed to synthesize it. The reactants are: Br[C:2]1[N:10]([CH2:11][C@H:12]2[CH2:17][CH2:16][C@H:15]([CH3:18])[CH2:14][CH2:13]2)[C:9]2[C:4](=[N:5][C:6]([Cl:26])=[N:7][C:8]=2[C:19]2[CH:24]=[CH:23][CH:22]=[C:21]([Cl:25])[CH:20]=2)[N:3]=1.[CH3:27][C@@H:28]1[CH2:33][O:32][CH2:31][CH2:30][NH:29]1.[F-].[K+]. (6) Given the product [C:3]1(=[O:2])[C:16]2[C:7](=[CH:8][C:9]3[C:14]([CH:15]=2)=[CH:13][CH:12]=[CH:11][CH:10]=3)[C:6](=[O:17])[CH:5]=[CH:4]1, predict the reactants needed to synthesize it. The reactants are: C[O:2][C:3]1[C:16]2[C:7](=[CH:8][C:9]3[C:14]([CH:15]=2)=[CH:13][CH:12]=[CH:11][CH:10]=3)[C:6]([O:17]C)=[CH:5][CH:4]=1.C1C=CC2C(=O)C3C(=C(O)C=CC=3O)C(=O)C=2C=1.[BH4-].[Na+]. (7) Given the product [ClH:1].[F:13][C:10]([F:11])([F:12])[C:8]1[CH:7]=[C:6]([C@@H:14]([N:16]([CH3:34])[C:17](=[O:33])[CH2:18][C:19]([C:26]2[CH:27]=[CH:28][C:29]([F:32])=[CH:30][CH:31]=2)=[C:20]2[CH2:21][CH2:22][NH:23][CH2:24][CH2:25]2)[CH3:15])[CH:5]=[C:4]([C:3]([F:35])([F:36])[F:2])[CH:9]=1, predict the reactants needed to synthesize it. The reactants are: [ClH:1].[F:2][C:3]([F:36])([F:35])[C:4]1[CH:5]=[C:6]([C@@H:14]([N:16]([CH3:34])[C:17](=[O:33])[CH2:18][C:19]([C:26]2[CH:31]=[CH:30][C:29]([F:32])=[CH:28][CH:27]=2)=[C:20]2[CH2:25][CH2:24][NH:23][CH2:22][CH2:21]2)[CH3:15])[CH:7]=[C:8]([C:10]([F:13])([F:12])[F:11])[CH:9]=1. (8) Given the product [CH2:14]([O:21][C:22]1[CH:23]=[C:24]([CH2:28][CH2:29][NH:30][CH2:9][C:8]2[CH:11]=[CH:12][C:5]([C:1]([CH3:4])([CH3:3])[CH3:2])=[CH:6][CH:7]=2)[CH:25]=[CH:26][CH:27]=1)[C:15]1[CH:16]=[CH:17][CH:18]=[CH:19][CH:20]=1, predict the reactants needed to synthesize it. The reactants are: [C:1]([C:5]1[CH:12]=[CH:11][C:8]([CH:9]=O)=[CH:7][CH:6]=1)([CH3:4])([CH3:3])[CH3:2].Cl.[CH2:14]([O:21][C:22]1[CH:23]=[C:24]([CH2:28][CH2:29][NH2:30])[CH:25]=[CH:26][CH:27]=1)[C:15]1[CH:20]=[CH:19][CH:18]=[CH:17][CH:16]=1.C(=O)([O-])[O-].[K+].[K+].[BH4-].[Na+].Cl.